This data is from Full USPTO retrosynthesis dataset with 1.9M reactions from patents (1976-2016). The task is: Predict the reactants needed to synthesize the given product. (1) Given the product [CH2:1]([C:5]1[N:9]([C:10]2[CH:15]=[CH:14][CH:13]=[CH:12][CH:11]=2)[N:8]=[C:7]([CH:16]=[O:17])[C:6]=1[CH3:21])[CH:2]([CH3:4])[CH3:3], predict the reactants needed to synthesize it. The reactants are: [CH2:1]([C:5]1[N:9]([C:10]2[CH:15]=[CH:14][CH:13]=[CH:12][CH:11]=2)[N:8]=[C:7]([C:16](OCC)=[O:17])[C:6]=1[CH3:21])[CH:2]([CH3:4])[CH3:3].[H-].C([Al+]CC(C)C)C(C)C.CO.Cl. (2) Given the product [CH3:14][N:15]1[C:23]2[C:18](=[C:19]([C:24](=[O:26])[CH3:25])[CH:20]=[CH:21][CH:22]=2)[CH:17]=[CH:16]1, predict the reactants needed to synthesize it. The reactants are: N1C2C(=CC=CC=2)C(C(=O)C)=CC=1.[CH3:14][N:15]1[C:23]2[C:18](=[C:19]([CH:24]([OH:26])[CH3:25])[CH:20]=[CH:21][CH:22]=2)[CH:17]=[CH:16]1. (3) Given the product [F:1][C:2]1[CH:3]=[C:4]([N:9]2[CH2:13][C@H:12]([CH2:14][OH:15])[O:11][C:10]2=[O:19])[CH:5]=[CH:6][C:7]=1[I:8], predict the reactants needed to synthesize it. The reactants are: [F:1][C:2]1[CH:3]=[C:4]([N:9]2[CH2:13][C@H:12]([CH2:14][O:15]C(=O)C)[O:11][C:10]2=[O:19])[CH:5]=[CH:6][C:7]=1[I:8].C(=O)([O-])[O-].[K+].[K+].C(O)(=O)C.O. (4) Given the product [Cl:1][C:2]1[CH:7]=[CH:6][C:5]2[NH:8][C:9]3[CH:17]=[CH:16][CH:15]=[CH:14][C:10]=3[C:11](=[O:12])[NH:18][C:4]=2[CH:3]=1, predict the reactants needed to synthesize it. The reactants are: [Cl:1][C:2]1[CH:7]=[CH:6][C:5]([NH:8][C:9]2[CH:17]=[CH:16][CH:15]=[CH:14][C:10]=2[C:11](O)=[O:12])=[C:4]([N+:18]([O-])=O)[CH:3]=1. (5) Given the product [Br:12][C:13]1[N:17]([C:2]([O:4][CH2:5][C:6]2[CH:11]=[CH:10][CH:9]=[CH:8][CH:7]=2)=[O:3])[C:16]2[CH:18]=[CH:19][CH:20]=[CH:21][C:15]=2[N:14]=1, predict the reactants needed to synthesize it. The reactants are: Cl[C:2]([O:4][CH2:5][C:6]1[CH:11]=[CH:10][CH:9]=[CH:8][CH:7]=1)=[O:3].[Br:12][C:13]1[NH:17][C:16]2[CH:18]=[CH:19][CH:20]=[CH:21][C:15]=2[N:14]=1.N1C=CC=CC=1.O.